Dataset: HIV replication inhibition screening data with 41,000+ compounds from the AIDS Antiviral Screen. Task: Binary Classification. Given a drug SMILES string, predict its activity (active/inactive) in a high-throughput screening assay against a specified biological target. The drug is CCN(CC)CCCNC(=O)Cc1ccccc1Nc1c(Cl)cccc1Cl. The result is 0 (inactive).